This data is from Reaction yield outcomes from USPTO patents with 853,638 reactions. The task is: Predict the reaction yield, written as a fraction of the theoretical maximum amount of product (1.0 means a 100% yield; for example, 0.34 means a 34% yield). (1) The product is [CH2:7]([O:14][C:15]1[CH:20]=[C:19]2[C:18](=[CH:17][CH:16]=1)[NH:21][C:24]([C:25]([O:27][CH2:28][CH3:29])=[O:26])=[CH:30]2)[C:8]1[CH:13]=[CH:12][CH:11]=[CH:10][CH:9]=1. The yield is 0.690. The catalyst is C(O)C. The reactants are S(=O)(=O)(O)O.Cl.[CH2:7]([O:14][C:15]1[CH:20]=[CH:19][C:18]([NH:21]N)=[CH:17][CH:16]=1)[C:8]1[CH:13]=[CH:12][CH:11]=[CH:10][CH:9]=1.O=[C:24]([CH3:30])[C:25]([O:27][CH2:28][CH3:29])=[O:26]. (2) The reactants are [K+].[Br-].[C:3]([C:7]1[CH:8]=[C:9]([CH2:17][CH2:18][C:19]2[CH:20]=[C:21]([CH:24]=[C:25]([CH2:27][CH2:28][C:29]3[CH:34]=[C:33]([C:35]([CH3:38])([CH3:37])[CH3:36])[CH:32]=[C:31]([C:39]([CH3:42])([CH3:41])[CH3:40])[CH:30]=3)[CH:26]=2)[CH2:22][OH:23])[CH:10]=[C:11]([C:13]([CH3:16])([CH3:15])[CH3:14])[CH:12]=1)([CH3:6])([CH3:5])[CH3:4].[Cr](Cl)([O-])(=O)=O.[NH+]1C=CC=CC=1. The catalyst is ClCCl. The product is [C:35]([C:33]1[CH:34]=[C:29]([CH2:28][CH2:27][C:25]2[CH:24]=[C:21]([CH:20]=[C:19]([CH2:18][CH2:17][C:9]3[CH:10]=[C:11]([C:13]([CH3:16])([CH3:15])[CH3:14])[CH:12]=[C:7]([C:3]([CH3:6])([CH3:5])[CH3:4])[CH:8]=3)[CH:26]=2)[CH:22]=[O:23])[CH:30]=[C:31]([C:39]([CH3:40])([CH3:41])[CH3:42])[CH:32]=1)([CH3:36])([CH3:37])[CH3:38]. The yield is 0.990. (3) The reactants are Cl[CH2:2][C:3]1[N:8]=[CH:7][CH:6]=[CH:5][N:4]=1.[CH:9]1([CH2:15][N:16]2[CH2:24][C:23]3[C:18](=[C:19]([CH3:32])[CH:20]=[C:21]([CH2:25][CH:26]4[CH2:31][CH2:30][NH:29][CH2:28][CH2:27]4)[CH:22]=3)[C:17]2=[O:33])[CH2:14][CH2:13][CH2:12][CH2:11][CH2:10]1.C(=O)([O-])[O-].[Cs+].[Cs+].C(#N)C. The catalyst is O. The product is [CH:9]1([CH2:15][N:16]2[CH2:24][C:23]3[C:18](=[C:19]([CH3:32])[CH:20]=[C:21]([CH2:25][CH:26]4[CH2:27][CH2:28][N:29]([CH2:2][C:3]5[N:8]=[CH:7][CH:6]=[CH:5][N:4]=5)[CH2:30][CH2:31]4)[CH:22]=3)[C:17]2=[O:33])[CH2:14][CH2:13][CH2:12][CH2:11][CH2:10]1. The yield is 0.690.